From a dataset of Reaction yield outcomes from USPTO patents with 853,638 reactions. Predict the reaction yield, written as a fraction of the theoretical maximum amount of product (1.0 means a 100% yield; for example, 0.34 means a 34% yield). (1) The reactants are [C:1]([C:4]1[C:5]([O:24][CH3:25])=[C:6]([CH:13]2[CH2:16][N:15]([C:17]([O:19][C:20]([CH3:23])([CH3:22])[CH3:21])=[O:18])[CH2:14]2)[C:7]([C:11]#[N:12])=[C:8]([CH3:10])[CH:9]=1)(=[O:3])[CH3:2].[BH4-].[Na+]. The catalyst is CO.C(OCC)(=O)C.O. The product is [C:11]([C:7]1[C:8]([CH3:10])=[CH:9][C:4]([CH:1]([OH:3])[CH3:2])=[C:5]([O:24][CH3:25])[C:6]=1[CH:13]1[CH2:14][N:15]([C:17]([O:19][C:20]([CH3:21])([CH3:23])[CH3:22])=[O:18])[CH2:16]1)#[N:12]. The yield is 0.990. (2) The reactants are [CH2:1]([O:8][C:9](=[O:36])[N:10]([C@@H:13]1[CH2:21][C:20]2[C:15](=[CH:16][CH:17]=[C:18]([N:22]=C(C3C=CC=CC=3)C3C=CC=CC=3)[CH:19]=2)[CH2:14]1)[CH2:11][CH3:12])[C:2]1[CH:7]=[CH:6][CH:5]=[CH:4][CH:3]=1.Cl.NO.CC([O-])=O.[Na+]. The catalyst is CO. The product is [CH2:1]([O:8][C:9](=[O:36])[N:10]([C@@H:13]1[CH2:21][C:20]2[C:15](=[CH:16][CH:17]=[C:18]([NH2:22])[CH:19]=2)[CH2:14]1)[CH2:11][CH3:12])[C:2]1[CH:7]=[CH:6][CH:5]=[CH:4][CH:3]=1. The yield is 0.940.